From a dataset of Full USPTO retrosynthesis dataset with 1.9M reactions from patents (1976-2016). Predict the reactants needed to synthesize the given product. (1) Given the product [Cl:18][C:12]1[CH:13]=[CH:14][CH:15]=[C:16]([F:17])[C:11]=1[CH2:10][N:3]1[C:2]([CH3:1])=[C:6]([CH3:7])[S:5]/[C:4]/1=[N:8]\[C:29]([C:19]12[CH2:28][CH:23]3[CH2:22][CH:21]([CH2:27][CH:25]([CH2:24]3)[CH2:26]1)[CH2:20]2)=[O:30], predict the reactants needed to synthesize it. The reactants are: [CH3:1][C:2]1[N:3]=[C:4]([NH2:8])[S:5][C:6]=1[CH3:7].Br[CH2:10][C:11]1[C:16]([F:17])=[CH:15][CH:14]=[CH:13][C:12]=1[Cl:18].[C:19]12([C:29](O)=[O:30])[CH2:28][CH:23]3[CH2:24][CH:25]([CH2:27][CH:21]([CH2:22]3)[CH2:20]1)[CH2:26]2. (2) Given the product [Cl:14][C:7]1[CH:6]=[C:5]2[C:4](=[C:9]([C:10]([F:11])([F:12])[F:13])[CH:8]=1)[C:3](=[O:17])[N:25]([CH2:24][C:23]1[CH:26]=[CH:27][C:20]([CH2:18][CH3:19])=[CH:21][CH:22]=1)[CH2:15]2, predict the reactants needed to synthesize it. The reactants are: CO[C:3](=[O:17])[C:4]1[C:9]([C:10]([F:13])([F:12])[F:11])=[CH:8][C:7]([Cl:14])=[CH:6][C:5]=1[CH2:15]Br.[CH2:18]([C:20]1[CH:27]=[CH:26][C:23]([CH2:24][NH2:25])=[CH:22][CH:21]=1)[CH3:19].C([O-])([O-])=O.[K+].[K+].C(OCC)(=O)C. (3) Given the product [NH2:13][C:14]1[N:15]=[C:16]([NH:20][C:4](=[O:5])[C:3]2[C:2]([F:1])=[CH:10][C:9]([F:11])=[CH:8][C:7]=2[F:12])[CH:17]=[CH:18][CH:19]=1, predict the reactants needed to synthesize it. The reactants are: [F:1][C:2]1[CH:10]=[C:9]([F:11])[CH:8]=[C:7]([F:12])[C:3]=1[C:4](Cl)=[O:5].[NH2:13][C:14]1[CH:19]=[CH:18][CH:17]=[C:16]([NH2:20])[N:15]=1.O1CCOCC1. (4) Given the product [C:1]1([C:7]2[C:8]3[CH:18]=[CH:17][CH:16]=[CH:15][C:9]=3[S:10][C:11]=2[CH:12]([OH:14])[CH3:13])[CH:2]=[CH:3][CH:4]=[CH:5][CH:6]=1, predict the reactants needed to synthesize it. The reactants are: [C:1]1([C:7]2[C:8]3[CH:18]=[CH:17][CH:16]=[CH:15][C:9]=3[S:10][C:11]=2[C:12](=[O:14])[CH3:13])[CH:6]=[CH:5][CH:4]=[CH:3][CH:2]=1.[BH4-].[Na+]. (5) Given the product [C:22]1([C:31]2[CH:36]=[CH:35][CH:34]=[CH:33][CH:32]=2)[C:23]([C:28]([N:3]2[CH2:4][C@H:5]3[C@H:1]([CH2:8][CH2:7][CH2:6]3)[C@H:2]2[CH2:9][NH:10][C:11]([C:13]2[N:20]3[C:16]([S:17][CH:18]=[CH:19]3)=[N:15][C:14]=2[CH3:21])=[O:12])=[O:29])=[CH:24][CH:25]=[CH:26][CH:27]=1, predict the reactants needed to synthesize it. The reactants are: [C@H:1]12[CH2:8][CH2:7][CH2:6][C@H:5]1[CH2:4][NH:3][C@@H:2]2[CH2:9][NH:10][C:11]([C:13]1[N:20]2[C:16]([S:17][CH:18]=[CH:19]2)=[N:15][C:14]=1[CH3:21])=[O:12].[C:22]1([C:31]2[CH:36]=[CH:35][CH:34]=[CH:33][CH:32]=2)[C:23]([C:28](O)=[O:29])=[CH:24][CH:25]=[CH:26][CH:27]=1.